Dataset: Catalyst prediction with 721,799 reactions and 888 catalyst types from USPTO. Task: Predict which catalyst facilitates the given reaction. (1) Reactant: [F:1][C:2]1[CH:3]=[C:4]([C@H:9]2[NH:14][C:13](=[O:15])[C:12]([CH3:17])([CH3:16])[O:11][CH2:10]2)[CH:5]=[C:6]([F:8])[CH:7]=1.[H-].[Na+].Br[CH2:21][C:22]([O:24][CH2:25][CH3:26])=[O:23].C([O-])(O)=O.[Na+]. Product: [F:8][C:6]1[CH:5]=[C:4]([C@H:9]2[N:14]([CH2:21][C:22]([O:24][CH2:25][CH3:26])=[O:23])[C:13](=[O:15])[C:12]([CH3:17])([CH3:16])[O:11][CH2:10]2)[CH:3]=[C:2]([F:1])[CH:7]=1. The catalyst class is: 3. (2) Reactant: [F:1][C:2]([F:29])([F:28])[C:3]1[C:12]([O:13][C@H:14]2[CH2:19][CH2:18][C@@H:17]([C:20]([F:23])([F:22])[F:21])[CH2:16][CH2:15]2)=[CH:11][CH:10]=[C:9]2[C:4]=1[CH:5]=[CH:6][C:7]([C:24]([O:26]C)=[O:25])=[CH:8]2.[OH-].[Na+]. Product: [F:1][C:2]([F:28])([F:29])[C:3]1[C:12]([O:13][C@H:14]2[CH2:19][CH2:18][C@@H:17]([C:20]([F:23])([F:21])[F:22])[CH2:16][CH2:15]2)=[CH:11][CH:10]=[C:9]2[C:4]=1[CH:5]=[CH:6][C:7]([C:24]([OH:26])=[O:25])=[CH:8]2. The catalyst class is: 5. (3) Reactant: CN(CC(C1(O)CCCCC1)C1C=CC([OH:12])=CC=1)C.CC(C)=O.[C:24]([OH:31])(=[O:30])[CH2:25][CH2:26][C:27]([OH:29])=[O:28]. Product: [OH2:12].[C:24]([OH:31])(=[O:30])[CH2:25][CH2:26][C:27]([OH:29])=[O:28]. The catalyst class is: 6. (4) Reactant: C1(P(C2C=CC=CC=2)C2C=CC=CC=2)C=CC=CC=1.N(C(OC(C)C)=O)=NC(OC(C)C)=O.[Cl:34][C:35]1[CH:40]=[CH:39][C:38]([CH2:41][C:42]2[C:51]3[C:46](=[CH:47][CH:48]=[CH:49][CH:50]=3)[C:45](=[O:52])[NH:44][N:43]=2)=[CH:37][CH:36]=1.[C:53]([O:57][C:58]([N:60]1[CH2:66][CH2:65][CH2:64][C@@H:61]1[CH2:62]O)=[O:59])([CH3:56])([CH3:55])[CH3:54]. Product: [Cl:34][C:35]1[CH:36]=[CH:37][C:38]([CH2:41][C:42]2[C:51]3[C:46](=[CH:47][CH:48]=[CH:49][CH:50]=3)[C:45](=[O:52])[N:44]([CH2:62][C@H:61]3[CH2:64][CH2:65][CH2:66][N:60]3[C:58]([O:57][C:53]([CH3:54])([CH3:56])[CH3:55])=[O:59])[N:43]=2)=[CH:39][CH:40]=1. The catalyst class is: 83. (5) Reactant: [CH3:1][O:2][C:3]([C:5]1[C:10]([OH:11])=[N:9][C:8]([C:12]2[CH:17]=[CH:16][C:15]([Cl:18])=[CH:14][CH:13]=2)=[C:7]([C:19]2[CH:24]=[CH:23][C:22]([Cl:25])=[CH:21][CH:20]=2)[N:6]=1)=[O:4].C(=O)([O-])[O-].[Cs+].[Cs+].Br[CH2:33][CH2:34][CH3:35].[I-].[K+]. Product: [CH3:1][O:2][C:3]([C:5]1[C:10]([O:11][CH2:33][CH2:34][CH3:35])=[N:9][C:8]([C:12]2[CH:13]=[CH:14][C:15]([Cl:18])=[CH:16][CH:17]=2)=[C:7]([C:19]2[CH:24]=[CH:23][C:22]([Cl:25])=[CH:21][CH:20]=2)[N:6]=1)=[O:4]. The catalyst class is: 3.